From a dataset of Forward reaction prediction with 1.9M reactions from USPTO patents (1976-2016). Predict the product of the given reaction. The product is: [Cl:5][C:6]1[CH:11]=[CH:10][N:9]=[C:8]([C:12]([NH:14][CH3:15])=[O:13])[CH:7]=1. Given the reactants O.[OH-].[Na+].Cl.[Cl:5][C:6]1[CH:11]=[CH:10][N:9]=[C:8]([C:12]([NH:14][CH3:15])=[O:13])[CH:7]=1, predict the reaction product.